This data is from Catalyst prediction with 721,799 reactions and 888 catalyst types from USPTO. The task is: Predict which catalyst facilitates the given reaction. Reactant: [Na+].[C:2]([C:5]1[N:9]([CH3:10])[N:8]=[CH:7][C:6]=1[C:11]([O-:13])=O)(=[O:4])[NH2:3].C(P1(=O)OP(CCC)(=O)OP(CCC)(=O)O1)CC.Cl.[CH3:33][NH:34][CH3:35].C(N(C(C)C)CC)(C)C. Product: [CH3:33][N:34]([CH3:35])[C:11]([C:6]1[CH:7]=[N:8][N:9]([CH3:10])[C:5]=1[C:2]([NH2:3])=[O:4])=[O:13]. The catalyst class is: 84.